From a dataset of Catalyst prediction with 721,799 reactions and 888 catalyst types from USPTO. Predict which catalyst facilitates the given reaction. (1) Reactant: [Br:1][C:2]1[CH:3]=[C:4]2[C:11]3([C:15](=[O:16])[NH:14][C:13](=O)[NH:12]3)[CH2:10][CH:9]([C:18]3[CH:23]=[CH:22][C:21]([F:24])=[CH:20][CH:19]=3)[O:8][C:5]2=[CH:6][CH:7]=1.COC1C=CC(P2(SP(C3C=CC(OC)=CC=3)(=S)S2)=[S:34])=CC=1. The catalyst class is: 12. Product: [Br:1][C:2]1[CH:3]=[C:4]2[C:11]3([C:15](=[O:16])[NH:14][C:13](=[S:34])[NH:12]3)[CH2:10][CH:9]([C:18]3[CH:23]=[CH:22][C:21]([F:24])=[CH:20][CH:19]=3)[O:8][C:5]2=[CH:6][CH:7]=1. (2) Reactant: [Cl:1][C:2]1[CH:10]=[CH:9][CH:8]=[C:7]2[C:3]=1[C:4]([C:11]([NH:13][CH2:14][C:15]1([OH:23])[CH2:20][CH2:19][CH2:18][C:17]([F:22])([F:21])[CH2:16]1)=[O:12])=[CH:5][NH:6]2.C(OC([N:31]1[CH2:34][CH:33](CO)[CH2:32]1)=O)(C)(C)C.[CH2:37](P(=CC#N)(CCCC)CCCC)CCC. Product: [NH:31]1[CH:32]([CH2:37][N:6]2[C:7]3[C:3](=[C:2]([Cl:1])[CH:10]=[CH:9][CH:8]=3)[C:4]([C:11]([NH:13][CH2:14][C:15]3([OH:23])[CH2:20][CH2:19][CH2:18][C:17]([F:22])([F:21])[CH2:16]3)=[O:12])=[CH:5]2)[CH2:33][CH2:34]1. The catalyst class is: 11.